This data is from Peptide-MHC class II binding affinity with 134,281 pairs from IEDB. The task is: Regression. Given a peptide amino acid sequence and an MHC pseudo amino acid sequence, predict their binding affinity value. This is MHC class II binding data. (1) The peptide sequence is HCNEMSWIQSIPFVH. The MHC is DRB3_0101 with pseudo-sequence DRB3_0101. The binding affinity (normalized) is 0.248. (2) The peptide sequence is GELQIQDKIDAAFKI. The MHC is DRB3_0101 with pseudo-sequence DRB3_0101. The binding affinity (normalized) is 0.639. (3) The peptide sequence is MLLRKYGIAAENVID. The MHC is DRB1_1001 with pseudo-sequence DRB1_1001. The binding affinity (normalized) is 0.819. (4) The peptide sequence is VAAEMAEALRGLPIRY. The MHC is DRB1_0301 with pseudo-sequence DRB1_0301. The binding affinity (normalized) is 0.0850. (5) The peptide sequence is MMNENLGIISHLLKT. The MHC is DRB1_0101 with pseudo-sequence DRB1_0101. The binding affinity (normalized) is 0.760. (6) The peptide sequence is EELRSLYNTVATLYCVH. The MHC is DRB4_0101 with pseudo-sequence DRB4_0103. The binding affinity (normalized) is 0.462. (7) The peptide sequence is TPVNIIGRNLLTQIG. The MHC is HLA-DQA10301-DQB10301 with pseudo-sequence HLA-DQA10301-DQB10301. The binding affinity (normalized) is 0.344.